Dataset: HIV replication inhibition screening data with 41,000+ compounds from the AIDS Antiviral Screen. Task: Binary Classification. Given a drug SMILES string, predict its activity (active/inactive) in a high-throughput screening assay against a specified biological target. (1) The compound is CC1CC(c2cccc3c2OCO3)=Nc2ccccc2S1. The result is 0 (inactive). (2) The molecule is Cc1cc2ncc3c(=O)n(NS(=O)(=O)c4ccc(N)cc4)ccc3n2n1. The result is 0 (inactive). (3) The result is 0 (inactive). The drug is Cn1c(=O)c2c([nH]c(=O)n2C)n(C)c1=O. (4) The compound is COc1ccc(NC=CC2=[N+](C)c3ccccc3C2(C)C)c(OC)c1.[Cl-]. The result is 0 (inactive). (5) The compound is C=C(OC1C(C)=C2C(C1OC(=O)CCCCCCC)C(C)(OC(C)=O)CC(OC(=O)CCC)C1(O)C2OC(=O)C1(C)O)C(C)=CC. The result is 0 (inactive).